Dataset: Full USPTO retrosynthesis dataset with 1.9M reactions from patents (1976-2016). Task: Predict the reactants needed to synthesize the given product. (1) Given the product [Cl:1][C:2]1[N:3]=[C:4]([NH:17][CH2:12][C:13]([CH3:16])([CH3:15])[CH3:14])[C:5]([F:10])=[CH:6][C:7]=1[C:8]#[N:9], predict the reactants needed to synthesize it. The reactants are: [Cl:1][C:2]1[C:7]([C:8]#[N:9])=[CH:6][C:5]([F:10])=[C:4](Cl)[N:3]=1.[CH2:12]([NH2:17])[C:13]([CH3:16])([CH3:15])[CH3:14].C(N(CC)CC)C. (2) Given the product [NH2:1][C:2]1[N:7]2[N:8]=[CH:9][C:10]([C:11]3[CH:12]=[N:13][C:14]4[C:19]([CH:20]=3)=[CH:18][CH:17]=[CH:16][CH:15]=4)=[C:6]2[N:5]=[C:4]([C:21]2[CH2:26][CH2:25][N:24]([C:27]([C:29]3[S:30][CH:31]=[CH:32][CH:33]=3)=[O:28])[CH2:23][CH:22]=2)[C:3]=1[Cl:35], predict the reactants needed to synthesize it. The reactants are: [NH2:1][C:2]1[N:7]2[N:8]=[CH:9][C:10]([C:11]3[CH:12]=[N:13][C:14]4[C:19]([CH:20]=3)=[CH:18][CH:17]=[CH:16][CH:15]=4)=[C:6]2[N:5]=[C:4]([C:21]2[CH2:26][CH2:25][N:24]([C:27]([C:29]3[S:30][CH:31]=[CH:32][CH:33]=3)=[O:28])[CH2:23][CH:22]=2)[C:3]=1Br.[Cl:35]C1C(C2CCNCC=2)=NC2N(N=CC=2C2C=NC3C(C=2)=CC=CC=3)C=1N.BrC1C(C2CCNCC=2)=NC2N(N=CC=2C2C=NC3C(C=2)=CC=CC=3)C=1N. (3) Given the product [F:14][C:15]([F:26])([F:25])[C:16]([NH:11][CH2:10][CH2:9][C:8]1[CH:7]=[CH:6][C:5]([N+:2]([O-:4])=[O:3])=[CH:13][CH:12]=1)=[O:17], predict the reactants needed to synthesize it. The reactants are: Cl.[N+:2]([C:5]1[CH:13]=[CH:12][C:8]([CH2:9][CH2:10][NH2:11])=[CH:7][CH:6]=1)([O-:4])=[O:3].[F:14][C:15]([F:26])([F:25])[C:16](O[C:16](=[O:17])[C:15]([F:26])([F:25])[F:14])=[O:17].C([O-])(O)=O.[Na+]. (4) Given the product [CH3:9][CH:4]([NH2:3])[CH2:5][CH2:6][CH2:7][CH2:12][CH2:13][CH3:14], predict the reactants needed to synthesize it. The reactants are: ClC1[N:3]=[C:4]2[C:9](=CC=1)N=[C:7]([C:12]1C=CC(C3(NC(=O)OC(C)(C)C)CCC3)=[CH:14][CH:13]=1)[C:6](C1C=CC=CC=1)=[CH:5]2.C([O-])(O)=O.[Na+]. (5) Given the product [CH2:1]([N:8]1[CH:13]([CH2:14][F:15])[CH2:12][O:11][C:10]([CH3:17])([CH3:16])[CH2:9]1)[C:2]1[CH:3]=[CH:4][CH:5]=[CH:6][CH:7]=1, predict the reactants needed to synthesize it. The reactants are: [CH2:1]([N:8]1[CH:13]([CH2:14][F:15])[CH2:12][O:11][C:10]([CH3:17])([CH3:16])[C:9]1=O)[C:2]1[CH:7]=[CH:6][CH:5]=[CH:4][CH:3]=1.CO. (6) Given the product [CH2:29]([N:31]([CH2:32][CH2:33][OH:34])[C:26]([CH:24]1[CH2:23][CH2:22][C:21]2[C:14]3[C:13]([NH:12][C:4]4[CH:5]=[C:6]5[C:10](=[CH:11][C:3]=4[O:2][CH3:1])[NH:9][N:8]=[CH:7]5)=[N:18][CH:17]=[N:16][C:15]=3[S:19][C:20]=2[CH2:25]1)=[O:28])[CH3:30], predict the reactants needed to synthesize it. The reactants are: [CH3:1][O:2][C:3]1[CH:11]=[C:10]2[C:6]([CH:7]=[N:8][NH:9]2)=[CH:5][C:4]=1[NH:12][C:13]1[C:14]2[C:21]3[CH2:22][CH2:23][CH:24]([C:26]([OH:28])=O)[CH2:25][C:20]=3[S:19][C:15]=2[N:16]=[CH:17][N:18]=1.[CH2:29]([NH:31][CH2:32][CH2:33][OH:34])[CH3:30]. (7) Given the product [CH2:21]([N:20]([CH3:19])[C:15](=[O:17])[CH:14]([C:9]1[C:10]([CH3:13])=[N:11][O:12][C:8]=1[C:5]1[CH:4]=[CH:3][C:2]([Br:1])=[CH:7][CH:6]=1)[OH:18])[C:22]1[CH:27]=[CH:26][CH:25]=[CH:24][CH:23]=1, predict the reactants needed to synthesize it. The reactants are: [Br:1][C:2]1[CH:7]=[CH:6][C:5]([C:8]2[O:12][N:11]=[C:10]([CH3:13])[C:9]=2[CH:14]([OH:18])[C:15]([OH:17])=O)=[CH:4][CH:3]=1.[CH3:19][NH:20][CH2:21][C:22]1[CH:27]=[CH:26][CH:25]=[CH:24][CH:23]=1. (8) The reactants are: C1C=C(Cl)C=C(C(OO)=[O:9])C=1.[Br:12][C:13]1[CH:14]=[CH:15][C:16]2[C:17]3[S:25][C:24]([CH2:26][O:27][N:28]=[C:29]([CH3:31])[CH3:30])=[N:23][C:18]=3[CH:19]=[N:20][C:21]=2[CH:22]=1. Given the product [Br:12][C:13]1[CH:14]=[CH:15][C:16]2[C:17]3[S:25][C:24]([CH2:26][O:27][N:28]=[C:29]([CH3:31])[CH3:30])=[N:23][C:18]=3[CH:19]=[N+:20]([O-:9])[C:21]=2[CH:22]=1, predict the reactants needed to synthesize it.